Dataset: Forward reaction prediction with 1.9M reactions from USPTO patents (1976-2016). Task: Predict the product of the given reaction. (1) Given the reactants [CH2:1]([C:6]1[CH:14]=[C:10]([C:11](O)=[O:12])[C:9]([OH:15])=[CH:8][CH:7]=1)[CH2:2][CH2:3][CH2:4][CH3:5].C(N)([NH2:18])=O, predict the reaction product. The product is: [CH2:1]([C:6]1[CH:14]=[C:10]([C:11]([NH2:18])=[O:12])[C:9]([OH:15])=[CH:8][CH:7]=1)[CH2:2][CH2:3][CH2:4][CH3:5]. (2) Given the reactants C1(S([N:10]2[C:14]3=[N:15][CH:16]=[C:17]([S:19]([CH3:22])(=[O:21])=[O:20])[CH:18]=[C:13]3[CH:12]=[C:11]2[C:23]2[O:24][CH:25]=[CH:26][N:27]=2)(=O)=O)C=CC=CC=1.[OH-].[K+].CO, predict the reaction product. The product is: [O:24]1[CH:25]=[CH:26][N:27]=[C:23]1[C:11]1[NH:10][C:14]2=[N:15][CH:16]=[C:17]([S:19]([CH3:22])(=[O:20])=[O:21])[CH:18]=[C:13]2[CH:12]=1.